Dataset: Peptide-MHC class II binding affinity with 134,281 pairs from IEDB. Task: Regression. Given a peptide amino acid sequence and an MHC pseudo amino acid sequence, predict their binding affinity value. This is MHC class II binding data. (1) The peptide sequence is YDKFLANVSTVLTGG. The MHC is DRB1_0701 with pseudo-sequence DRB1_0701. The binding affinity (normalized) is 0.808. (2) The peptide sequence is EKKYFAALQFEPLAA. The MHC is DRB1_0101 with pseudo-sequence DRB1_0101. The binding affinity (normalized) is 0.880. (3) The peptide sequence is PIDLVPTQPLPNASF. The MHC is DRB1_0101 with pseudo-sequence DRB1_0101. The binding affinity (normalized) is 0.740. (4) The peptide sequence is LISWGHYPLHLRYYR. The MHC is HLA-DPA10201-DPB10501 with pseudo-sequence HLA-DPA10201-DPB10501. The binding affinity (normalized) is 0.295.